Dataset: Full USPTO retrosynthesis dataset with 1.9M reactions from patents (1976-2016). Task: Predict the reactants needed to synthesize the given product. (1) The reactants are: C1C(=O)N(O[C:9]([CH2:11][CH2:12][CH2:13][CH2:14][CH2:15][N:16]2[C:21](=[O:22])[CH:20]=[CH:19][C:17]2=[O:18])=[O:10])C(=O)C1.[NH2:23][CH2:24][CH2:25][O:26][CH2:27][CH2:28][O:29][CH2:30][CH2:31][O:32][CH2:33][CH2:34][N:35]1[CH:39]=[C:38]([C:40]2[CH:41]=[C:42]([CH2:80][O:81][C:82]3[C:111]([O:112][CH3:113])=[CH:110][C:85]4[C:86](=[O:109])[N:87]5[CH2:107][C:106](=[CH2:108])[CH2:105][C@H:88]5[C@H:89]([O:98][CH:99]5[CH2:104][CH2:103][CH2:102][CH2:101][O:100]5)[N:90]([C:91]([O:93][C:94]([CH3:97])([CH3:96])[CH3:95])=[O:92])[C:84]=4[CH:83]=3)[CH:43]=[C:44]([CH2:46][O:47][C:48]3[C:77]([O:78][CH3:79])=[CH:76][C:51]4[C:52](=[O:75])[N:53]5[CH2:73][C:72](=[CH2:74])[CH2:71][C@H:54]5[C@H:55]([O:64][CH:65]5[CH2:70][CH2:69][CH2:68][CH2:67][O:66]5)[N:56]([C:57]([O:59][C:60]([CH3:63])([CH3:62])[CH3:61])=[O:58])[C:50]=4[CH:49]=3)[CH:45]=2)[N:37]=[N:36]1. Given the product [O:22]=[C:21]1[CH:20]=[CH:19][C:17](=[O:18])[N:16]1[CH2:15][CH2:14][CH2:13][CH2:12][CH2:11][C:9](=[O:10])[NH:23][CH2:24][CH2:25][O:26][CH2:27][CH2:28][O:29][CH2:30][CH2:31][O:32][CH2:33][CH2:34][N:35]1[CH:39]=[C:38]([C:40]2[CH:45]=[C:44]([CH2:46][O:47][C:48]3[C:77]([O:78][CH3:79])=[CH:76][C:51]4[C:52](=[O:75])[N:53]5[CH2:73][C:72](=[CH2:74])[CH2:71][C@H:54]5[C@H:55]([O:64][CH:65]5[CH2:70][CH2:69][CH2:68][CH2:67][O:66]5)[N:56]([C:57]([O:59][C:60]([CH3:63])([CH3:62])[CH3:61])=[O:58])[C:50]=4[CH:49]=3)[CH:43]=[C:42]([CH2:80][O:81][C:82]3[C:111]([O:112][CH3:113])=[CH:110][C:85]4[C:86](=[O:109])[N:87]5[CH2:107][C:106](=[CH2:108])[CH2:105][C@H:88]5[C@H:89]([O:98][CH:99]5[CH2:104][CH2:103][CH2:102][CH2:101][O:100]5)[N:90]([C:91]([O:93][C:94]([CH3:96])([CH3:95])[CH3:97])=[O:92])[C:84]=4[CH:83]=3)[CH:41]=2)[N:37]=[N:36]1, predict the reactants needed to synthesize it. (2) Given the product [NH2:51][C:49](=[O:50])[C:48]([CH3:53])([CH3:52])[CH2:47][NH:46][C:8]([C@H:4]([CH:1]([CH3:3])[CH3:2])[CH2:5][C@H:6]([OH:7])[C@@H:10]([NH:31][C:32](=[O:38])[O:33][C:34]([CH3:36])([CH3:35])[CH3:37])[CH2:11][C@H:12]([CH2:16][C:17]1[CH:25]=[C:24]2[C:20]([CH:21]=[N:22][N:23]2[CH2:26][CH2:27][CH2:28][O:29][CH3:30])=[CH:19][CH:18]=1)[CH:13]([CH3:14])[CH3:15])=[O:9], predict the reactants needed to synthesize it. The reactants are: [CH:1]([C@H:4]1[C:8](=[O:9])[O:7][C@H:6]([C@@H:10]([NH:31][C:32](=[O:38])[O:33][C:34]([CH3:37])([CH3:36])[CH3:35])[CH2:11][C@H:12]([CH2:16][C:17]2[CH:25]=[C:24]3[C:20]([CH:21]=[N:22][N:23]3[CH2:26][CH2:27][CH2:28][O:29][CH3:30])=[CH:19][CH:18]=2)[CH:13]([CH3:15])[CH3:14])[CH2:5]1)([CH3:3])[CH3:2].OC1C=CC=CN=1.[NH2:46][CH2:47][C:48]([CH3:53])([CH3:52])[C:49]([NH2:51])=[O:50]. (3) Given the product [F:3][CH:4]([F:40])[C:5]1[CH:9]=[C:8]([CH:10]([F:12])[F:11])[N:7]([CH2:13][C:14]([N:16]2[CH2:21][CH2:20][CH:19]([C:22]3[S:23][CH:24]=[C:25]([C:27]4[CH2:31][CH:30]([C:32]5[CH:37]=[CH:36][CH:35]=[CH:34][C:33]=5[CH2:38][O:49][CH2:48][CH2:47][O:46][CH3:45])[O:29][N:28]=4)[N:26]=3)[CH2:18][CH2:17]2)=[O:15])[N:6]=1, predict the reactants needed to synthesize it. The reactants are: [H-].[Na+].[F:3][CH:4]([F:40])[C:5]1[CH:9]=[C:8]([CH:10]([F:12])[F:11])[N:7]([CH2:13][C:14]([N:16]2[CH2:21][CH2:20][CH:19]([C:22]3[S:23][CH:24]=[C:25]([C:27]4[CH2:31][CH:30]([C:32]5[CH:37]=[CH:36][CH:35]=[CH:34][C:33]=5[CH2:38]Cl)[O:29][N:28]=4)[N:26]=3)[CH2:18][CH2:17]2)=[O:15])[N:6]=1.O.ClCCl.[CH3:45][O:46][CH2:47][CH2:48][OH:49].